Dataset: Reaction yield outcomes from USPTO patents with 853,638 reactions. Task: Predict the reaction yield, written as a fraction of the theoretical maximum amount of product (1.0 means a 100% yield; for example, 0.34 means a 34% yield). (1) The reactants are [C:1]([O-:4])(=[S:3])[CH3:2].[K+].F[B-](F)(F)F.[H+].[Cl:12][C:13]1[CH:18]=[CH:17][C:16]([C:19]2[O:20][C:21]3[CH:27]=[CH:26][C:25]([N+]#N)=[CH:24][C:22]=3[N:23]=2)=[CH:15][CH:14]=1. The catalyst is CS(C)=O.O. The product is [C:1](=[O:4])([S:3][C:25]1[CH:26]=[CH:27][C:21]2[O:20][C:19]([C:16]3[CH:17]=[CH:18][C:13]([Cl:12])=[CH:14][CH:15]=3)=[N:23][C:22]=2[CH:24]=1)[CH3:2]. The yield is 0.0300. (2) The reactants are Cl[C:2]1[CH:11]=[CH:10][CH:9]=[C:8]2[C:3]=1[C:4](=[O:25])[N:5]([CH:22]1[CH2:24][CH2:23]1)[C:6]([C@@H:12]([NH:14][C:15](=[O:21])[O:16][C:17]([CH3:20])([CH3:19])[CH3:18])[CH3:13])=[N:7]2.[CH3:26][N:27]1[CH:31]=[C:30](B2OC(C)(C)C(C)(C)O2)[CH:29]=[N:28]1.C(Cl)Cl.C([O-])([O-])=O.[Na+].[Na+]. The catalyst is CC(N(C)C)=O.O.C1C=CC(P(C2C=CC=CC=2)[C-]2C=CC=C2)=CC=1.C1C=CC(P(C2C=CC=CC=2)[C-]2C=CC=C2)=CC=1.Cl[Pd]Cl.[Fe+2]. The product is [CH:22]1([N:5]2[C:4](=[O:25])[C:3]3[C:8](=[CH:9][CH:10]=[CH:11][C:2]=3[C:30]3[CH:29]=[N:28][N:27]([CH3:26])[CH:31]=3)[N:7]=[C:6]2[C@@H:12]([NH:14][C:15](=[O:21])[O:16][C:17]([CH3:19])([CH3:18])[CH3:20])[CH3:13])[CH2:24][CH2:23]1. The yield is 0.900. (3) The reactants are [F-].C([N+](CCCC)(CCCC)CCCC)CCC.CO.[Cl:21][C:22]1[CH:27]=[CH:26][C:25]([CH:28]2[CH:32]([C:33]3[CH:38]=[CH:37][C:36]([Cl:39])=[CH:35][CH:34]=3)[NH:31][C:30]([C:40]3[CH:45]=[CH:44][C:43]([C:46]#[C:47][Si](C)(C)C)=[CH:42][C:41]=3[O:52][CH2:53][CH3:54])=[N:29]2)=[CH:24][CH:23]=1.[Cl-].[NH4+]. The catalyst is O1CCCC1. The product is [Cl:21][C:22]1[CH:23]=[CH:24][C:25]([CH:28]2[CH:32]([C:33]3[CH:34]=[CH:35][C:36]([Cl:39])=[CH:37][CH:38]=3)[NH:31][C:30]([C:40]3[CH:45]=[CH:44][C:43]([C:46]#[CH:47])=[CH:42][C:41]=3[O:52][CH2:53][CH3:54])=[N:29]2)=[CH:26][CH:27]=1. The yield is 0.890. (4) The reactants are O.[OH-].[Li+].O.C[O:6][C:7](=[O:39])[CH2:8][CH2:9][CH:10]([C:14]1[CH:23]=[CH:22][C:21]2[C:16](=[CH:17][CH:18]=[C:19]([O:28][C@H:29]3[CH2:34][CH2:33][C@H:32]([C:35]([CH3:38])([CH3:37])[CH3:36])[CH2:31][CH2:30]3)[C:20]=2[C:24]([F:27])([F:26])[F:25])[CH:15]=1)[N+:11]([O-:13])=[O:12].CO.O1CCCC1. No catalyst specified. The product is [C:35]([C@H:32]1[CH2:31][CH2:30][C@H:29]([O:28][C:19]2[C:20]([C:24]([F:25])([F:26])[F:27])=[C:21]3[C:16](=[CH:17][CH:18]=2)[CH:15]=[C:14]([CH:10]([N+:11]([O-:13])=[O:12])[CH2:9][CH2:8][C:7]([OH:39])=[O:6])[CH:23]=[CH:22]3)[CH2:34][CH2:33]1)([CH3:38])([CH3:36])[CH3:37]. The yield is 0.730. (5) The reactants are [Si](C=[N+]=[N-])(C)(C)[CH3:2].[CH:8]1[C:13]([C:14]2[CH:15]=[CH:16][C:17]([F:21])=[CH:18][C:19]=2[F:20])=[CH:12][C:11]([C:22]([OH:24])=[O:23])=[C:10]([OH:25])[CH:9]=1. The catalyst is CO. The product is [CH3:2][O:23][C:22]([C:11]1[CH:12]=[C:13]([C:14]2[CH:15]=[CH:16][C:17]([F:21])=[CH:18][C:19]=2[F:20])[CH:8]=[CH:9][C:10]=1[OH:25])=[O:24]. The yield is 0.710. (6) The reactants are [NH2:1][C:2]1[C:11]2[C:6](=[CH:7][C:8]([F:12])=[CH:9][CH:10]=2)[C:5]([C:13](=O)[CH3:14])=[CH:4][N:3]=1.Cl.[NH2:17][OH:18].CC([O-])=O.[Na+]. The catalyst is CO.O. The product is [NH2:1][C:2]1[C:11]2[C:6](=[CH:7][C:8]([F:12])=[CH:9][CH:10]=2)[C:5]([C:13](=[N:17][OH:18])[CH3:14])=[CH:4][N:3]=1. The yield is 0.870.